From a dataset of Catalyst prediction with 721,799 reactions and 888 catalyst types from USPTO. Predict which catalyst facilitates the given reaction. Reactant: C([O:4][C@@:5]1([CH2:40][CH3:41])[C:37]2[CH:36]=[C:35]3[N:11]([CH2:12][C:13]4[C:14]3=[N:15][C:16]3[C:17]5[C:18]=4[N:19]([CH2:30][CH2:31][CH2:32][CH2:33][CH3:34])[C:20]([C:26]([F:29])([F:28])[F:27])=[N:21][C:22]=5[CH:23]=[CH:24][CH:25]=3)[C:10](=[O:38])[C:9]=2[CH2:8][O:7][C:6]1=[O:39])(=O)C.NN.Cl. Product: [CH2:40]([C@:5]1([OH:4])[C:37]2[CH:36]=[C:35]3[N:11]([CH2:12][C:13]4[C:14]3=[N:15][C:16]3[C:17]5[C:18]=4[N:19]([CH2:30][CH2:31][CH2:32][CH2:33][CH3:34])[C:20]([C:26]([F:29])([F:28])[F:27])=[N:21][C:22]=5[CH:23]=[CH:24][CH:25]=3)[C:10](=[O:38])[C:9]=2[CH2:8][O:7][C:6]1=[O:39])[CH3:41]. The catalyst class is: 5.